Dataset: hERG Central: cardiac toxicity at 1µM, 10µM, and general inhibition. Task: Predict hERG channel inhibition at various concentrations. (1) The drug is COc1ccccc1C(c1nnnn1C(C)(C)C)N1CCN(C(=O)c2ccco2)CC1. Results: hERG_inhib (hERG inhibition (general)): blocker. (2) Results: hERG_inhib (hERG inhibition (general)): blocker. The drug is CCOc1c(Cl)cc(C(=O)NCCN2CCCCC2)cc1Cl. (3) The compound is O=C(CCN1C(=O)c2ccccc2S1(=O)=O)N1CCN(c2ccc(F)cc2)CC1. Results: hERG_inhib (hERG inhibition (general)): blocker. (4) The molecule is CCCCOC(=O)C[N+](C)(C)CCOC1CC2CCC1(C)C2(C)C.[Br-]. Results: hERG_inhib (hERG inhibition (general)): blocker. (5) The drug is Br.COc1ccccc1N1CCN(CCCCN2C(=O)c3ccccc3C2=O)CC1. Results: hERG_inhib (hERG inhibition (general)): blocker. (6) The molecule is CCn1c(CNC(=O)c2ccco2)nnc1SCC(=O)Nc1ccc(Br)cc1F. Results: hERG_inhib (hERG inhibition (general)): blocker. (7) The drug is Cc1ccc2nc(N(CCCN(C)C)C(=O)c3ccc4c(c3)CCCC4)sc2c1.Cl. Results: hERG_inhib (hERG inhibition (general)): blocker. (8) The drug is CCN1CCN(c2ncnc3scc(-c4ccc(C)c(C)c4)c23)CC1. Results: hERG_inhib (hERG inhibition (general)): blocker. (9) The drug is Cn1c(CCN2CCOCC2)nc2cc(NC(=O)COc3ccc(Cl)cc3)ccc21. Results: hERG_inhib (hERG inhibition (general)): blocker. (10) The compound is COc1ccc(C(CNC(=O)c2cccc(S(=O)(=O)Nc3ccccc3OC)c2)N2CCCC2)cc1. Results: hERG_inhib (hERG inhibition (general)): blocker.